This data is from Catalyst prediction with 721,799 reactions and 888 catalyst types from USPTO. The task is: Predict which catalyst facilitates the given reaction. (1) Reactant: [OH:1][C:2]1[C:10]([O:11][CH3:12])=[CH:9][C:8]([C:13]2[N:14]([C:24]([O:26][C:27]([CH3:30])([CH3:29])[CH3:28])=[O:25])[C:15]3[C:20]([CH:21]=2)=[CH:19][C:18]([CH:22]=O)=[CH:17][CH:16]=3)=[C:7]2[C:3]=1[CH2:4][NH:5][C:6]2=[O:31].Cl.CN.[CH2:35]([N:37](CC)CC)C.C(O)(=O)C.C(O[BH-](OC(=O)C)OC(=O)C)(=O)C.[Na+]. Product: [OH:1][C:2]1[C:10]([O:11][CH3:12])=[CH:9][C:8]([C:13]2[N:14]([C:24]([O:26][C:27]([CH3:30])([CH3:28])[CH3:29])=[O:25])[C:15]3[C:20]([CH:21]=2)=[CH:19][C:18]([CH2:22][NH:37][CH3:35])=[CH:17][CH:16]=3)=[C:7]2[C:3]=1[CH2:4][NH:5][C:6]2=[O:31]. The catalyst class is: 10. (2) Reactant: [C:1]([O:5][C:6]([NH:8][CH:9]1[CH2:14][CH2:13][NH:12][CH2:11][CH2:10]1)=[O:7])([CH3:4])([CH3:3])[CH3:2].C(N(CC)CC)C.Cl[CH2:23][C:24]([O:26][CH2:27][CH2:28][CH2:29][CH3:30])=[O:25].O. Product: [C:1]([O:5][C:6]([NH:8][CH:9]1[CH2:10][CH2:11][N:12]([CH2:23][C:24]([O:26][CH2:27][CH2:28][CH2:29][CH3:30])=[O:25])[CH2:13][CH2:14]1)=[O:7])([CH3:4])([CH3:2])[CH3:3]. The catalyst class is: 9. (3) Reactant: Cl[C:2]1[N:6]([CH2:7][CH:8]([F:10])[F:9])[N:5]=[CH:4][C:3]=1[N+:11]([O-:13])=[O:12].[NH:14]1[CH2:20][CH2:19][CH2:18][CH:17]([OH:21])[CH2:16][CH2:15]1.CCN(C(C)C)C(C)C. Product: [F:9][CH:8]([F:10])[CH2:7][N:6]1[C:2]([N:14]2[CH2:20][CH2:19][CH2:18][CH:17]([OH:21])[CH2:16][CH2:15]2)=[C:3]([N+:11]([O-:13])=[O:12])[CH:4]=[N:5]1. The catalyst class is: 14. (4) Reactant: [CH2:1]([O:3][C:4]([C:6]1[CH:10]=[C:9]([C:11]2[CH:16]=[CH:15][N:14]=[C:13](Cl)[CH:12]=2)[NH:8][C:7]=1[NH2:18])=[O:5])[CH3:2].CC1(C)C(C)(C)OB(/[CH:27]=[CH:28]/[C:29]2[CH:30]=[N:31][CH:32]=[CH:33][CH:34]=2)O1.C([O-])([O-])=O.[Na+].[Na+]. Product: [CH2:1]([O:3][C:4]([C:6]1[CH:10]=[C:9]([C:11]2[CH:16]=[CH:15][N:14]=[C:13](/[CH:27]=[CH:28]/[C:29]3[CH:30]=[N:31][CH:32]=[CH:33][CH:34]=3)[CH:12]=2)[NH:8][C:7]=1[NH2:18])=[O:5])[CH3:2]. The catalyst class is: 259. (5) Reactant: C[Si]([N-][Si](C)(C)C)(C)C.[Na+].[NH2:11][C:12]1[N:16](C(OC(C)(C)C)=O)[N:15]=[C:14]([O:24][CH2:25][C:26]2[CH:31]=[C:30]([O:32][CH3:33])[CH:29]=[C:28]([O:34][CH3:35])[CH:27]=2)[CH:13]=1.[CH3:36][N:37]1[CH2:42][CH2:41][N:40]([C:43]2[N:48]=[CH:47][C:46]([C:49](OC)=[O:50])=[CH:45][N:44]=2)[CH2:39][CH2:38]1.[NH4+].[Cl-]. Product: [CH3:33][O:32][C:30]1[CH:31]=[C:26]([CH2:25][O:24][C:14]2[NH:15][N:16]=[C:12]([NH:11][C:49]([C:46]3[CH:47]=[N:48][C:43]([N:40]4[CH2:41][CH2:42][N:37]([CH3:36])[CH2:38][CH2:39]4)=[N:44][CH:45]=3)=[O:50])[CH:13]=2)[CH:27]=[C:28]([O:34][CH3:35])[CH:29]=1. The catalyst class is: 20.